Dataset: Forward reaction prediction with 1.9M reactions from USPTO patents (1976-2016). Task: Predict the product of the given reaction. (1) Given the reactants [CH3:1][O:2][C:3](=[O:12])[C:4]1[CH:9]=[C:8](Cl)[N:7]=[C:6]([Cl:11])[CH:5]=1.[S-][C:14]1[CH:19]=[CH:18][CH:17]=[CH:16][CH:15]=1.[Na+].[S:21]([O-:26])(O[O-])(=O)=[O:22].[K+].[K+], predict the reaction product. The product is: [CH3:1][O:2][C:3](=[O:12])[C:4]1[CH:5]=[C:6]([Cl:11])[N:7]=[C:8]([S:21]([C:14]2[CH:19]=[CH:18][CH:17]=[CH:16][CH:15]=2)(=[O:26])=[O:22])[CH:9]=1. (2) Given the reactants CC1(C)O[O:3]1.[CH2:6]([S:9][S:10][CH2:11][CH:12]=[CH2:13])[CH:7]=[CH2:8], predict the reaction product. The product is: [CH2:8]=[CH:7][CH2:6][S:9](=[O:3])[S:10][CH2:11][CH:12]=[CH2:13]. (3) Given the reactants [N:1]([CH2:4][C:5]([C:7]1[CH:16]=[CH:15][C:10]2[NH:11][C:12](=[O:14])[S:13][C:9]=2[CH:8]=1)=[O:6])=[N+]=[N-].[ClH:17], predict the reaction product. The product is: [ClH:17].[NH2:1][CH2:4][C:5]([C:7]1[CH:16]=[CH:15][C:10]2[NH:11][C:12](=[O:14])[S:13][C:9]=2[CH:8]=1)=[O:6]. (4) Given the reactants [CH:1]1([CH2:7][CH2:8][CH2:9][O:10][C:11]2[CH:16]=[CH:15][N:14]([CH2:17][CH2:18][C:19]([CH3:27])([S:23]([CH3:26])(=[O:25])=[O:24])[C:20](O)=[O:21])[C:13](=[O:28])[CH:12]=2)[CH2:6][CH2:5][CH2:4][CH2:3][CH2:2]1.CN1CCOCC1.[O:36]1[CH2:41][CH2:40][CH2:39][CH2:38][CH:37]1[O:42][NH2:43], predict the reaction product. The product is: [CH:1]1([CH2:7][CH2:8][CH2:9][O:10][C:11]2[CH:16]=[CH:15][N:14]([CH2:17][CH2:18][C:19]([CH3:27])([S:23]([CH3:26])(=[O:25])=[O:24])[C:20]([NH:43][O:42][CH:37]3[CH2:38][CH2:39][CH2:40][CH2:41][O:36]3)=[O:21])[C:13](=[O:28])[CH:12]=2)[CH2:2][CH2:3][CH2:4][CH2:5][CH2:6]1. (5) Given the reactants [CH3:1][CH2:2][Mg+].[Br-].CON(C)[C:8]([C:10]1[CH:11]=[CH:12][C:13]2[O:17][CH:16]=[N:15][C:14]=2[CH:18]=1)=[O:9], predict the reaction product. The product is: [O:17]1[C:13]2[CH:12]=[CH:11][C:10]([C:8](=[O:9])[CH2:2][CH3:1])=[CH:18][C:14]=2[N:15]=[CH:16]1.